From a dataset of Forward reaction prediction with 1.9M reactions from USPTO patents (1976-2016). Predict the product of the given reaction. (1) Given the reactants C([N:8]1[C@@H:13]2[C@@:14]([C:17]([O:19][CH2:20][CH3:21])=[O:18])([F:16])[CH2:15][C@@:9]1([C:38]1[CH:43]=[CH:42][CH:41]=[CH:40][CH:39]=1)[C@H:10]([O:22][CH2:23][C:24]1[CH:29]=[C:28]([C:30]([F:33])([F:32])[F:31])[CH:27]=[C:26]([C:34]([F:37])([F:36])[F:35])[CH:25]=1)[CH2:11][CH2:12]2)C1C=CC=CC=1, predict the reaction product. The product is: [F:36][C:34]([F:35])([F:37])[C:26]1[CH:25]=[C:24]([CH2:23][O:22][C@@H:10]2[CH2:11][CH2:12][C@@H:13]3[NH:8][C@@:9]2([C:38]2[CH:43]=[CH:42][CH:41]=[CH:40][CH:39]=2)[CH2:15][C@:14]3([C:17]([O:19][CH2:20][CH3:21])=[O:18])[F:16])[CH:29]=[C:28]([C:30]([F:31])([F:32])[F:33])[CH:27]=1. (2) Given the reactants [Cl:1][C:2]1[CH:3]=[CH:4][C:5]([C:25]#[N:26])=[C:6]([C:8]2[C:13]([O:14][CH3:15])=[CH:12][N:11]([CH:16]([CH2:20][CH:21]([F:23])[CH3:22])[C:17](O)=[O:18])[C:10](=[O:24])[CH:9]=2)[CH:7]=1.[NH2:27][C:28]1[CH:38]=[CH:37][C:31]([C:32]([O:34][CH2:35][CH3:36])=[O:33])=[CH:30][CH:29]=1, predict the reaction product. The product is: [Cl:1][C:2]1[CH:3]=[CH:4][C:5]([C:25]#[N:26])=[C:6]([C:8]2[C:13]([O:14][CH3:15])=[CH:12][N:11]([CH:16]([CH2:20][CH:21]([F:23])[CH3:22])[C:17]([NH:27][C:28]3[CH:29]=[CH:30][C:31]([C:32]([O:34][CH2:35][CH3:36])=[O:33])=[CH:37][CH:38]=3)=[O:18])[C:10](=[O:24])[CH:9]=2)[CH:7]=1. (3) Given the reactants [Cl:1][C:2]1[CH:16]=[C:15]([Cl:17])[CH:14]=[CH:13][C:3]=1[O:4][C:5]1[CH:12]=[CH:11][CH:10]=[CH:9][C:6]=1[C:7]#N.[OH-:18].[K+].[OH2:20], predict the reaction product. The product is: [Cl:1][C:2]1[CH:16]=[C:15]([Cl:17])[CH:14]=[CH:13][C:3]=1[O:4][C:5]1[CH:12]=[CH:11][CH:10]=[CH:9][C:6]=1[C:7]([OH:20])=[O:18]. (4) Given the reactants [CH:1]1([C:6]2[NH:14][C:13]3[C:12](=[O:15])[N:11]([CH2:16][CH2:17][CH3:18])[C:10]([O:19][C:20]4[CH:25]=[CH:24][CH:23]=[C:22]([O:26][CH3:27])[CH:21]=4)=[N:9][C:8]=3[N:7]=2)[CH2:5][CH:4]=[CH:3][CH2:2]1.C[N+]1([O-])CC[O:32]CC1.C(O)(C)(C)C.[OH2:41], predict the reaction product. The product is: [OH:41][CH:3]1[CH:4]([OH:32])[CH2:5][CH:1]([C:6]2[NH:14][C:13]3[C:12](=[O:15])[N:11]([CH2:16][CH2:17][CH3:18])[C:10]([O:19][C:20]4[CH:25]=[CH:24][CH:23]=[C:22]([O:26][CH3:27])[CH:21]=4)=[N:9][C:8]=3[N:7]=2)[CH2:2]1.